Dataset: Full USPTO retrosynthesis dataset with 1.9M reactions from patents (1976-2016). Task: Predict the reactants needed to synthesize the given product. (1) Given the product [Cl:19][C:20]1[N:25]=[CH:24][C:23]2[N:26]=[C:1]([C@H:2]([OH:3])[CH3:4])[N:27]([C@H:28]([CH3:33])[C:29]([F:32])([F:30])[F:31])[C:22]=2[CH:21]=1, predict the reactants needed to synthesize it. The reactants are: [C:1](N)(=O)[C@@H:2]([CH3:4])[OH:3].F[B-](F)(F)F.C([O+](CC)CC)C.[Cl:19][C:20]1[N:25]=[CH:24][C:23]([NH2:26])=[C:22]([NH:27][C@H:28]([CH3:33])[C:29]([F:32])([F:31])[F:30])[CH:21]=1. (2) The reactants are: [F:1][C:2]1[CH:33]=[CH:32][C:5]([CH2:6][NH:7][C:8]([C:10]2[N:15]=[C:14]([CH3:16])[N:13]=[C:12]([C:17]3[CH2:21][CH:20]([C:22]4[CH:31]=[CH:30][C:25]([C:26]([O:28]C)=[O:27])=[CH:24][CH:23]=4)[O:19][N:18]=3)[CH:11]=2)=[O:9])=[CH:4][C:3]=1[O:34][CH3:35].[OH-].[Li+]. Given the product [F:1][C:2]1[CH:33]=[CH:32][C:5]([CH2:6][NH:7][C:8]([C:10]2[N:15]=[C:14]([CH3:16])[N:13]=[C:12]([C:17]3[CH2:21][CH:20]([C:22]4[CH:31]=[CH:30][C:25]([C:26]([OH:28])=[O:27])=[CH:24][CH:23]=4)[O:19][N:18]=3)[CH:11]=2)=[O:9])=[CH:4][C:3]=1[O:34][CH3:35], predict the reactants needed to synthesize it.